From a dataset of Reaction yield outcomes from USPTO patents with 853,638 reactions. Predict the reaction yield, written as a fraction of the theoretical maximum amount of product (1.0 means a 100% yield; for example, 0.34 means a 34% yield). (1) The reactants are F[C:2]1[CH:10]=[CH:9][C:8]([N+:11]([O-:13])=[O:12])=[CH:7][C:3]=1[C:4]([OH:6])=[O:5].[NH:14]1[CH2:19][CH2:18][O:17][CH2:16][CH2:15]1. The catalyst is C1COCC1. The product is [N:14]1([C:2]2[CH:10]=[CH:9][C:8]([N+:11]([O-:13])=[O:12])=[CH:7][C:3]=2[C:4]([OH:6])=[O:5])[CH2:19][CH2:18][O:17][CH2:16][CH2:15]1. The yield is 0.320. (2) The reactants are [N+]([C:4]1[CH:11]=[CH:10][CH:9]=[C:8]([N+:12]([O-:14])=[O:13])[C:5]=1[C:6]#[N:7])([O-])=O.[CH:15]1([OH:20])[CH2:19][CH2:18][CH2:17][CH2:16]1. No catalyst specified. The product is [N+:12]([C:8]1[CH:9]=[CH:10][CH:11]=[C:4]([O:20][CH:15]2[CH2:19][CH2:18][CH2:17][CH2:16]2)[C:5]=1[C:6]#[N:7])([O-:14])=[O:13]. The yield is 0.780. (3) The product is [Cl:1][C:2]1[CH:8]=[CH:7][CH:6]=[CH:5][C:3]=1[NH:4][C:13](=[O:14])[C:12]([CH3:17])([CH3:16])[CH3:11]. The catalyst is CC(OC)(C)C. The yield is 0.970. The reactants are [Cl:1][C:2]1[CH:8]=[CH:7][CH:6]=[CH:5][C:3]=1[NH2:4].[OH-].[Na+].[CH3:11][C:12]([CH3:17])([CH3:16])[C:13](Cl)=[O:14]. (4) The reactants are Br[C:2]1[C:8]([F:9])=[CH:7][C:5]([NH2:6])=[C:4]([N+:10]([O-:12])=[O:11])[CH:3]=1.[C:13]([C:15]1[CH:20]=[CH:19][C:18](B(O)O)=[CH:17][CH:16]=1)#[N:14].C(=O)([O-])[O-].[Na+].[Na+]. The catalyst is C1COCC1.O.[Pd+2].ClC1C=C[C-](P(C(C)(C)C)C(C)(C)C)C=1Cl.[C-]1(P(C(C)(C)C)C(C)(C)C)C=CC=C1.[Fe+2]. The product is [NH2:6][C:5]1[C:4]([N+:10]([O-:12])=[O:11])=[CH:3][C:2]([C:18]2[CH:19]=[CH:20][C:15]([C:13]#[N:14])=[CH:16][CH:17]=2)=[C:8]([F:9])[CH:7]=1. The yield is 0.910. (5) The reactants are C([Zn][CH2:4][CH3:5])C.[CH:6](=[O:13])[C:7]1[CH:12]=[CH:11][CH:10]=[CH:9][CH:8]=1. No catalyst specified. The product is [C:7]1([CH:6]([OH:13])[CH2:4][CH3:5])[CH:12]=[CH:11][CH:10]=[CH:9][CH:8]=1. The yield is 0.460.